This data is from CYP2C9 inhibition data for predicting drug metabolism from PubChem BioAssay. The task is: Regression/Classification. Given a drug SMILES string, predict its absorption, distribution, metabolism, or excretion properties. Task type varies by dataset: regression for continuous measurements (e.g., permeability, clearance, half-life) or binary classification for categorical outcomes (e.g., BBB penetration, CYP inhibition). Dataset: cyp2c9_veith. (1) The compound is COn1c(SCc2ccc(Cl)cc2)nc2ccccc2c1=O. The result is 1 (inhibitor). (2) The drug is CCOc1nc(NC(C)C)nc(NC(C)C)n1. The result is 0 (non-inhibitor). (3) The compound is COc1ccc(-n2c(=O)c(-c3ccccc3)nc3cnc(N4CCOCC4)nc32)cc1. The result is 0 (non-inhibitor).